Dataset: Full USPTO retrosynthesis dataset with 1.9M reactions from patents (1976-2016). Task: Predict the reactants needed to synthesize the given product. Given the product [OH:43][C:42]1[N:27]([C:28]2[CH:33]=[CH:32][C:31]([N:34]3[CH2:39][CH2:38][O:37][CH2:36][CH2:35]3)=[CH:30][CH:29]=2)[C:26]([C:10]2[CH:11]=[C:12]([CH:23]([CH3:25])[CH3:24])[C:13]([OH:15])=[CH:14][C:9]=2[OH:8])=[N:40][N:41]=1, predict the reactants needed to synthesize it. The reactants are: C([O:8][C:9]1[CH:14]=[C:13]([O:15]CC2C=CC=CC=2)[C:12]([CH:23]([CH3:25])[CH3:24])=[CH:11][C:10]=1[C:26](=[N:40][NH2:41])[NH:27][C:28]1[CH:33]=[CH:32][C:31]([N:34]2[CH2:39][CH2:38][O:37][CH2:36][CH2:35]2)=[CH:30][CH:29]=1)C1C=CC=CC=1.[C:42](N1C=CN=C1)(N1C=CN=C1)=[O:43].